From a dataset of Forward reaction prediction with 1.9M reactions from USPTO patents (1976-2016). Predict the product of the given reaction. (1) Given the reactants [N:1]1([C:7]2[CH:12]=[CH:11][N:10]=[C:9]3[NH:13][CH:14]=[C:15]([NH:16][C:17](=[O:19])[CH3:18])[C:8]=23)[CH2:6][CH2:5][NH:4][CH2:3][CH2:2]1.[C:20]([O:24][C:25]([N:27]([CH:40]([CH3:42])[CH3:41])[CH2:28][C@H:29]([C:33]1[CH:38]=[CH:37][C:36]([Cl:39])=[CH:35][CH:34]=1)[C:30](O)=[O:31])=[O:26])([CH3:23])([CH3:22])[CH3:21].C1C=CC2N(O)N=NC=2C=1.O.CCN=C=NCCCN(C)C.CCN(C(C)C)C(C)C.C([O-])([O-])=O.[Na+].[Na+], predict the reaction product. The product is: [C:17]([NH:16][C:15]1[C:8]2[C:9](=[N:10][CH:11]=[CH:12][C:7]=2[N:1]2[CH2:6][CH2:5][N:4]([C:30](=[O:31])[C@@H:29]([C:33]3[CH:34]=[CH:35][C:36]([Cl:39])=[CH:37][CH:38]=3)[CH2:28][N:27]([CH:40]([CH3:42])[CH3:41])[C:25](=[O:26])[O:24][C:20]([CH3:23])([CH3:21])[CH3:22])[CH2:3][CH2:2]2)[NH:13][CH:14]=1)(=[O:19])[CH3:18]. (2) Given the reactants [F:1][C:2]1[CH:7]=[C:6]([F:8])[CH:5]=[CH:4][C:3]=1[CH:9]([C@H:17]([O:19]C1CCCCO1)[CH3:18])[CH:10]([N:12]1[CH:16]=[N:15][CH:14]=[N:13]1)O.N1C=CC=NC=1.CC1C=CC(S(O)(=O)=[O:40])=CC=1.C(O)C, predict the reaction product. The product is: [F:1][C:2]1[CH:7]=[C:6]([F:8])[CH:5]=[CH:4][C:3]=1[C@:9]([OH:40])([C@H:17]([OH:19])[CH3:18])[CH2:10][N:12]1[CH:16]=[N:15][CH:14]=[N:13]1. (3) Given the reactants [Br:1][C:2]1[CH:3]=[C:4]2[N:10]([NH2:11])[CH:9]=[CH:8][C:5]2=[N:6][CH:7]=1.[CH:12](=O)[C:13]1[CH:18]=[CH:17][CH:16]=[CH:15][CH:14]=1, predict the reaction product. The product is: [Br:1][C:2]1[CH:3]=[C:4]2[N:10](/[N:11]=[CH:12]/[C:13]3[CH:18]=[CH:17][CH:16]=[CH:15][CH:14]=3)[CH:9]=[CH:8][C:5]2=[N:6][CH:7]=1. (4) Given the reactants [Cl:1][C:2]1[CH:10]=[CH:9][CH:8]=[C:7]2[C:3]=1[CH:4]=[CH:5][NH:6]2.[C:11](Cl)(=[O:15])[C:12](Cl)=[O:13].[CH3:17][CH2:18][OH:19], predict the reaction product. The product is: [Cl:1][C:2]1[CH:10]=[CH:9][CH:8]=[C:7]2[C:3]=1[CH:4]=[C:5]([C:11](=[O:15])[C:12]([O:19][CH2:18][CH3:17])=[O:13])[NH:6]2.